Dataset: NCI-60 drug combinations with 297,098 pairs across 59 cell lines. Task: Regression. Given two drug SMILES strings and cell line genomic features, predict the synergy score measuring deviation from expected non-interaction effect. (1) Drug 1: CS(=O)(=O)CCNCC1=CC=C(O1)C2=CC3=C(C=C2)N=CN=C3NC4=CC(=C(C=C4)OCC5=CC(=CC=C5)F)Cl. Synergy scores: CSS=31.8, Synergy_ZIP=-4.64, Synergy_Bliss=-5.06, Synergy_Loewe=0.909, Synergy_HSA=1.74. Drug 2: COCCOC1=C(C=C2C(=C1)C(=NC=N2)NC3=CC=CC(=C3)C#C)OCCOC. Cell line: T-47D. (2) Drug 1: COC1=CC(=CC(=C1O)OC)C2C3C(COC3=O)C(C4=CC5=C(C=C24)OCO5)OC6C(C(C7C(O6)COC(O7)C8=CC=CS8)O)O. Drug 2: CS(=O)(=O)OCCCCOS(=O)(=O)C. Cell line: MOLT-4. Synergy scores: CSS=94.3, Synergy_ZIP=10.4, Synergy_Bliss=10.1, Synergy_Loewe=6.97, Synergy_HSA=12.1. (3) Drug 1: CC1=C2C(C(=O)C3(C(CC4C(C3C(C(C2(C)C)(CC1OC(=O)C(C(C5=CC=CC=C5)NC(=O)OC(C)(C)C)O)O)OC(=O)C6=CC=CC=C6)(CO4)OC(=O)C)OC)C)OC. Drug 2: C1=C(C(=O)NC(=O)N1)N(CCCl)CCCl. Cell line: SK-OV-3. Synergy scores: CSS=54.1, Synergy_ZIP=3.52, Synergy_Bliss=4.95, Synergy_Loewe=0.774, Synergy_HSA=7.75. (4) Drug 1: CC1=C(C(=CC=C1)Cl)NC(=O)C2=CN=C(S2)NC3=CC(=NC(=N3)C)N4CCN(CC4)CCO. Drug 2: C1C(C(OC1N2C=NC(=NC2=O)N)CO)O. Cell line: RXF 393. Synergy scores: CSS=12.2, Synergy_ZIP=-4.85, Synergy_Bliss=-2.88, Synergy_Loewe=-3.23, Synergy_HSA=-0.896. (5) Drug 1: CC1=C(C=C(C=C1)NC2=NC=CC(=N2)N(C)C3=CC4=NN(C(=C4C=C3)C)C)S(=O)(=O)N.Cl. Drug 2: C1CCC(CC1)NC(=O)N(CCCl)N=O. Cell line: SK-OV-3. Synergy scores: CSS=10.0, Synergy_ZIP=3.25, Synergy_Bliss=3.95, Synergy_Loewe=2.20, Synergy_HSA=2.15. (6) Drug 1: CC1=C(C=C(C=C1)NC2=NC=CC(=N2)N(C)C3=CC4=NN(C(=C4C=C3)C)C)S(=O)(=O)N.Cl. Drug 2: CC1=C2C(C(=O)C3(C(CC4C(C3C(C(C2(C)C)(CC1OC(=O)C(C(C5=CC=CC=C5)NC(=O)OC(C)(C)C)O)O)OC(=O)C6=CC=CC=C6)(CO4)OC(=O)C)O)C)O. Cell line: SNB-19. Synergy scores: CSS=41.4, Synergy_ZIP=14.5, Synergy_Bliss=13.9, Synergy_Loewe=-18.7, Synergy_HSA=12.7.